This data is from Reaction yield outcomes from USPTO patents with 853,638 reactions. The task is: Predict the reaction yield, written as a fraction of the theoretical maximum amount of product (1.0 means a 100% yield; for example, 0.34 means a 34% yield). The reactants are C1C2C(COC([NH:18][CH2:19][CH2:20][CH2:21][N:22]([CH3:49])[C:23]([CH2:25][CH2:26][N:27]3[CH2:32][CH2:31][CH:30]([O:33][C:34](=[O:48])[NH:35][C:36]4[CH:41]=[CH:40][CH:39]=[CH:38][C:37]=4[C:42]4[CH:47]=[CH:46][CH:45]=[CH:44][CH:43]=4)[CH2:29][CH2:28]3)=[O:24])=O)C3C(=CC=CC=3)C=2C=CC=1.N1CCCCC1. The catalyst is C(Cl)Cl. The product is [NH2:18][CH2:19][CH2:20][CH2:21][N:22]([CH3:49])[C:23]([CH2:25][CH2:26][N:27]1[CH2:28][CH2:29][CH:30]([O:33][C:34](=[O:48])[NH:35][C:36]2[CH:41]=[CH:40][CH:39]=[CH:38][C:37]=2[C:42]2[CH:43]=[CH:44][CH:45]=[CH:46][CH:47]=2)[CH2:31][CH2:32]1)=[O:24]. The yield is 0.660.